Task: Predict the reactants needed to synthesize the given product.. Dataset: Retrosynthesis with 50K atom-mapped reactions and 10 reaction types from USPTO (1) Given the product CN(C(=O)c1ccc(N2CCOCC2)cc1)[C@@H]1CCNC[C@H]1c1ccc(Cl)c(Cl)c1, predict the reactants needed to synthesize it. The reactants are: CN(C(=O)c1ccc(N2CCOCC2)cc1)[C@@H]1CCN(C(=O)OC(C)(C)C)C[C@H]1c1ccc(Cl)c(Cl)c1. (2) Given the product C=CC(=O)c1cc(OCCCNC(=O)OC(C)(C)C)ccc1[N+](=O)[O-], predict the reactants needed to synthesize it. The reactants are: C=CC(O)c1cc(OCCCNC(=O)OC(C)(C)C)ccc1[N+](=O)[O-]. (3) Given the product CCOC(=O)c1nc2cccc(CBr)c2c(=O)n1COCC[Si](C)(C)C, predict the reactants needed to synthesize it. The reactants are: CCOC(=O)c1nc2cccc(C)c2c(=O)n1COCC[Si](C)(C)C.O=C1CCC(=O)N1Br. (4) Given the product CC(C)C(=O)NNc1ccc(Br)cn1, predict the reactants needed to synthesize it. The reactants are: CC(C)C(=O)Cl.NNc1ccc(Br)cn1. (5) Given the product CNC(=O)N1CCC(Oc2c(F)c(F)c(F)c(F)c2F)(c2ccccc2)CC1, predict the reactants needed to synthesize it. The reactants are: CN=C=O.Fc1c(F)c(F)c(OC2(c3ccccc3)CCNCC2)c(F)c1F.